From a dataset of NCI-60 drug combinations with 297,098 pairs across 59 cell lines. Regression. Given two drug SMILES strings and cell line genomic features, predict the synergy score measuring deviation from expected non-interaction effect. (1) Drug 1: CC1=C(C(=O)C2=C(C1=O)N3CC4C(C3(C2COC(=O)N)OC)N4)N. Drug 2: C(CN)CNCCSP(=O)(O)O. Cell line: OVCAR-4. Synergy scores: CSS=5.65, Synergy_ZIP=-4.35, Synergy_Bliss=-3.75, Synergy_Loewe=-1.75, Synergy_HSA=-1.61. (2) Cell line: NCI-H460. Drug 2: CCC(=C(C1=CC=CC=C1)C2=CC=C(C=C2)OCCN(C)C)C3=CC=CC=C3.C(C(=O)O)C(CC(=O)O)(C(=O)O)O. Synergy scores: CSS=35.0, Synergy_ZIP=1.99, Synergy_Bliss=2.92, Synergy_Loewe=-42.4, Synergy_HSA=2.76. Drug 1: CC1C(C(CC(O1)OC2CC(CC3=C2C(=C4C(=C3O)C(=O)C5=C(C4=O)C(=CC=C5)OC)O)(C(=O)C)O)N)O.Cl. (3) Drug 2: COC1=C2C(=CC3=C1OC=C3)C=CC(=O)O2. Synergy scores: CSS=-6.59, Synergy_ZIP=5.35, Synergy_Bliss=-1.33, Synergy_Loewe=-10.1, Synergy_HSA=-11.5. Drug 1: CC1=C(C=C(C=C1)NC2=NC=CC(=N2)N(C)C3=CC4=NN(C(=C4C=C3)C)C)S(=O)(=O)N.Cl. Cell line: SW-620. (4) Drug 1: CN1C(=O)N2C=NC(=C2N=N1)C(=O)N. Drug 2: CCC1=C2CN3C(=CC4=C(C3=O)COC(=O)C4(CC)O)C2=NC5=C1C=C(C=C5)O. Cell line: CAKI-1. Synergy scores: CSS=16.0, Synergy_ZIP=-0.323, Synergy_Bliss=0.149, Synergy_Loewe=-45.5, Synergy_HSA=-4.97. (5) Drug 1: CC12CCC3C(C1CCC2O)C(CC4=C3C=CC(=C4)O)CCCCCCCCCS(=O)CCCC(C(F)(F)F)(F)F. Drug 2: C1CC(=O)NC(=O)C1N2C(=O)C3=CC=CC=C3C2=O. Cell line: EKVX. Synergy scores: CSS=-0.786, Synergy_ZIP=0.457, Synergy_Bliss=0.283, Synergy_Loewe=0.236, Synergy_HSA=-0.907.